From a dataset of Full USPTO retrosynthesis dataset with 1.9M reactions from patents (1976-2016). Predict the reactants needed to synthesize the given product. (1) Given the product [NH2:8][C:6]1[CH:5]=[C:4]([Cl:11])[C:3]([S:12][C:13](=[O:17])[N:14]([CH3:16])[CH3:15])=[C:2]([Cl:1])[CH:7]=1, predict the reactants needed to synthesize it. The reactants are: [Cl:1][C:2]1[CH:7]=[C:6]([N+:8]([O-])=O)[CH:5]=[C:4]([Cl:11])[C:3]=1[S:12][C:13](=[O:17])[N:14]([CH3:16])[CH3:15].O. (2) Given the product [NH2:27][C:2]1[CH:10]=[C:9]2[C:5]([C:6]([CH3:20])([CH3:19])[C:7](=[O:18])[N:8]2[CH2:11][CH2:12][CH2:13][O:14][CH:15]2[CH2:17][CH2:16]2)=[CH:4][CH:3]=1, predict the reactants needed to synthesize it. The reactants are: Br[C:2]1[CH:10]=[C:9]2[C:5]([C:6]([CH3:20])([CH3:19])[C:7](=[O:18])[N:8]2[CH2:11][CH2:12][CH2:13][O:14][CH:15]2[CH2:17][CH2:16]2)=[CH:4][CH:3]=1.C([O-])([O-])=O.[K+].[K+].[NH:27]1CCC[C@H]1C(O)=O.[OH-].[NH4+]. (3) Given the product [CH2:1]([O:3][C:4](=[O:27])[CH2:5][N:6]1[C:14]2[C:9](=[C:10]([Br:15])[CH:11]=[CH:12][CH:13]=2)[CH:8]([C:17]2[CH:22]=[C:21]([F:23])[C:20]([F:24])=[CH:19][C:18]=2[OH:25])[C:7]1=[O:26])[CH3:2], predict the reactants needed to synthesize it. The reactants are: [CH2:1]([O:3][C:4](=[O:27])[CH2:5][N:6]1[C:14]2[C:9](=[C:10]([Br:15])[CH:11]=[CH:12][CH:13]=2)[C:8]([C:17]2[CH:22]=[C:21]([F:23])[C:20]([F:24])=[CH:19][C:18]=2[OH:25])(O)[C:7]1=[O:26])[CH3:2].C([SiH](CC)CC)C.FC(F)(F)C(O)=O. (4) Given the product [Cl:28][CH2:29][C:30]([NH:32][NH:33][C:19]([C:10]1[C:11]2[C:16](=[C:15]([O:17][CH3:18])[CH:14]=[CH:13][CH:12]=2)[N:8]([CH2:7][CH:1]2[CH2:2][CH2:3][CH2:4][CH2:5][CH2:6]2)[CH:9]=1)=[O:20])=[O:31], predict the reactants needed to synthesize it. The reactants are: [CH:1]1([CH2:7][N:8]2[C:16]3[C:11](=[CH:12][CH:13]=[CH:14][C:15]=3[O:17][CH3:18])[C:10]([C:19](O)=[O:20])=[CH:9]2)[CH2:6][CH2:5][CH2:4][CH2:3][CH2:2]1.C(Cl)(=O)C(Cl)=O.[Cl:28][CH2:29][C:30]([NH:32][NH2:33])=[O:31].C(N(CC)CC)C. (5) Given the product [NH2:4][C:5]1[CH:6]=[CH:7][C:8]([C:11](=[O:17])[CH2:12][CH2:13][C:14]([OH:16])=[O:15])=[CH:9][CH:10]=1, predict the reactants needed to synthesize it. The reactants are: C([NH:4][C:5]1[CH:10]=[CH:9][C:8]([C:11](=[O:17])[CH2:12][CH2:13][C:14]([OH:16])=[O:15])=[CH:7][CH:6]=1)(=O)C. (6) Given the product [N+:15]([C:18]1[CH:19]=[CH:20][C:21]([OH:26])=[C:22]([C:23]2[NH:1][N:2]=[C:3]([C:5]3[C:14]4[C:9](=[CH:10][CH:11]=[CH:12][CH:13]=4)[CH:8]=[CH:7][N:6]=3)[N:4]=2)[CH:25]=1)([O-:17])=[O:16], predict the reactants needed to synthesize it. The reactants are: [NH2:1][NH:2][C:3]([C:5]1[C:14]2[C:9](=[CH:10][CH:11]=[CH:12][CH:13]=2)[CH:8]=[CH:7][N:6]=1)=[NH:4].[N+:15]([C:18]1[CH:19]=[CH:20][C:21]([OH:26])=[C:22]([CH:25]=1)[CH:23]=O)([O-:17])=[O:16]. (7) Given the product [NH2:1][C:4]1[CH:14]=[CH:13][C:7]2[NH:8][C:9](=[S:12])[CH2:10][O:11][C:6]=2[CH:5]=1, predict the reactants needed to synthesize it. The reactants are: [N+:1]([C:4]1[CH:14]=[CH:13][C:7]2[NH:8][C:9](=[S:12])[CH2:10][O:11][C:6]=2[CH:5]=1)([O-])=O.S(S([O-])=O)([O-])=O.[Na+].[Na+].